This data is from Reaction yield outcomes from USPTO patents with 853,638 reactions. The task is: Predict the reaction yield, written as a fraction of the theoretical maximum amount of product (1.0 means a 100% yield; for example, 0.34 means a 34% yield). (1) The reactants are [F:1][C:2]1[CH:7]=[CH:6][CH:5]=[CH:4][C:3]=1[C:8]1[N:13]=[CH:12][N:11]=[C:10]([N:14]2[CH2:19][CH2:18][N:17](C(OC(C)(C)C)=O)[CH2:16][CH2:15]2)[CH:9]=1.C(OCC)(=O)C.Cl. The catalyst is C(OCC)(=O)C. The product is [F:1][C:2]1[CH:7]=[CH:6][CH:5]=[CH:4][C:3]=1[C:8]1[CH:9]=[C:10]([N:14]2[CH2:15][CH2:16][NH:17][CH2:18][CH2:19]2)[N:11]=[CH:12][N:13]=1. The yield is 0.890. (2) The reactants are [O:1]1[C:5]2[CH:6]=[CH:7][C:8]([C:10]3[S:11][CH:12]=[C:13]([C:15]([OH:17])=O)[N:14]=3)=[CH:9][C:4]=2[CH2:3][CH2:2]1.Br.[NH2:19][C:20]1[NH:24][C:23]2[CH:25]=[CH:26][C:27]([C:29]([N:31]3[CH2:36][CH2:35][N:34]([CH2:37][CH3:38])[CH2:33][CH2:32]3)=[O:30])=[CH:28][C:22]=2[N:21]=1.F[P-](F)(F)(F)(F)F.N1(OC(N(C)C)=[N+](C)C)C2C=CC=CC=2N=N1.C(OC(C)C)(C)C. The product is [O:1]1[C:5]2[CH:6]=[CH:7][C:8]([C:10]3[S:11][CH:12]=[C:13]([C:15]([NH:19][C:20]4[NH:24][C:23]5[CH:25]=[CH:26][C:27]([C:29]([N:31]6[CH2:36][CH2:35][N:34]([CH2:37][CH3:38])[CH2:33][CH2:32]6)=[O:30])=[CH:28][C:22]=5[N:21]=4)=[O:17])[N:14]=3)=[CH:9][C:4]=2[CH2:3][CH2:2]1. The catalyst is C(Cl)Cl. The yield is 0.290. (3) The reactants are [C:1]([NH:4][C:5]1[CH:10]=[C:9]([O:11][C:12]2[CH:17]=[CH:16][C:15]([NH:18]C(=O)OC(C)(C)C)=[CH:14][C:13]=2[F:26])[CH:8]=[CH:7][N:6]=1)(=[O:3])[CH3:2]. The catalyst is Cl.O1CCOCC1.CCOC(C)=O.C([O-])(O)=O.[Na+]. The product is [NH2:18][C:15]1[CH:16]=[CH:17][C:12]([O:11][C:9]2[CH:8]=[CH:7][N:6]=[C:5]([NH:4][C:1](=[O:3])[CH3:2])[CH:10]=2)=[C:13]([F:26])[CH:14]=1. The yield is 0.870. (4) The reactants are Cl[C:2]1[C:7]2=[C:8]([CH:11]([CH3:13])[CH3:12])[CH:9]=[CH:10][N:6]2[N:5]=[CH:4][N:3]=1.[F:14][C:15]1[CH:20]=[C:19]([N+:21]([O-:23])=[O:22])[CH:18]=[CH:17][C:16]=1[OH:24].C1N2CCN(CC2)C1. The catalyst is CC#N. The product is [F:14][C:15]1[CH:20]=[C:19]([N+:21]([O-:23])=[O:22])[CH:18]=[CH:17][C:16]=1[O:24][CH:2]1[C:7]2=[C:8]([CH:11]([CH3:13])[CH3:12])[CH:9]=[CH:10][N:6]2[N:5]=[CH:4][NH:3]1. The yield is 0.790.